This data is from Full USPTO retrosynthesis dataset with 1.9M reactions from patents (1976-2016). The task is: Predict the reactants needed to synthesize the given product. Given the product [F:20][C:18]1[CH:19]=[C:14]([CH:12]2[CH2:11][NH:10][C:9](=[O:8])[CH2:13]2)[CH:15]=[C:16]([F:22])[C:17]=1[F:21], predict the reactants needed to synthesize it. The reactants are: C(O)(C(F)(F)F)=O.[O:8]=[C:9]1[CH2:13][CH:12]([C:14]2[CH:19]=[C:18]([F:20])[C:17]([F:21])=[C:16]([F:22])[CH:15]=2)[CH2:11][N:10]1C(OC(C)(C)C)=O.